This data is from Reaction yield outcomes from USPTO patents with 853,638 reactions. The task is: Predict the reaction yield, written as a fraction of the theoretical maximum amount of product (1.0 means a 100% yield; for example, 0.34 means a 34% yield). (1) The reactants are Cl[C:2]([O:4][CH2:5][C:6]1[CH:11]=[CH:10][CH:9]=[CH:8][CH:7]=1)=[O:3].[Br:12][C:13]1[C:14]([O:31][CH3:32])=[C:15]([CH:21]([NH:23]C(=O)OC(C)(C)C)[CH3:22])[CH:16]=[C:17]([Cl:20])[C:18]=1[CH3:19].C(=O)([O-])[O-].[Na+].[Na+].O. The catalyst is C(Cl)Cl.CCOC(C)=O. The product is [Br:12][C:13]1[C:14]([O:31][CH3:32])=[C:15]([CH:21]([NH:23][C:2](=[O:3])[O:4][CH2:5][C:6]2[CH:11]=[CH:10][CH:9]=[CH:8][CH:7]=2)[CH3:22])[CH:16]=[C:17]([Cl:20])[C:18]=1[CH3:19]. The yield is 0.760. (2) The reactants are C(O)(C(F)(F)F)=O.[NH2:8][C:9](=[O:43])[CH2:10][C:11]1[CH:42]=[CH:41][CH:40]=[CH:39][C:12]=1[CH2:13][CH2:14][C:15]1[C:20]([CH3:21])=[CH:19][N:18]=[C:17]([NH:22][C:23]2[CH:24]=[N:25][N:26]([CH:28]3[CH2:31][N:30](C(OC(C)(C)C)=O)[CH2:29]3)[CH:27]=2)[N:16]=1. The catalyst is C(Cl)Cl. The product is [NH:30]1[CH2:29][CH:28]([N:26]2[CH:27]=[C:23]([NH:22][C:17]3[N:16]=[C:15]([CH2:14][CH2:13][C:12]4[CH:39]=[CH:40][CH:41]=[CH:42][C:11]=4[CH2:10][C:9]([NH2:8])=[O:43])[C:20]([CH3:21])=[CH:19][N:18]=3)[CH:24]=[N:25]2)[CH2:31]1. The yield is 0.0150.